This data is from Forward reaction prediction with 1.9M reactions from USPTO patents (1976-2016). The task is: Predict the product of the given reaction. (1) The product is: [CH3:1][O:2][C:3](=[O:21])[CH:4]([NH:17][C:18](=[O:20])[CH3:19])[CH2:5][C:6]1[C:15]2[C:10](=[CH:11][CH:12]=[CH:13][CH:14]=2)[C:9]([NH2:16])=[CH:8][CH:7]=1. Given the reactants [CH3:1][O:2][C:3](=[O:21])[C:4]([NH:17][C:18](=[O:20])[CH3:19])=[CH:5][C:6]1[C:15]2[C:10](=[CH:11][CH:12]=[CH:13][CH:14]=2)[C:9]([NH2:16])=[CH:8][CH:7]=1, predict the reaction product. (2) Given the reactants [CH3:1][O:2][C:3]1[CH:4]=[C:5]2[C:10](=[CH:11][C:12]=1[O:13][CH3:14])[N:9]=[CH:8][CH:7]=[C:6]2[O:15][C:16]1[C:21]([CH3:22])=[CH:20][C:19]([NH:23][C:24](=O)[CH2:25][O:26][C:27]2[C:32]([CH3:33])=[CH:31][CH:30]=[CH:29][C:28]=2[CH3:34])=[C:18]([CH3:36])[CH:17]=1.Cl.[OH-].[Na+], predict the reaction product. The product is: [CH3:1][O:2][C:3]1[CH:4]=[C:5]2[C:10](=[CH:11][C:12]=1[O:13][CH3:14])[N:9]=[CH:8][CH:7]=[C:6]2[O:15][C:16]1[C:21]([CH3:22])=[CH:20][C:19]([NH:23][CH2:24][CH2:25][O:26][C:27]2[C:32]([CH3:33])=[CH:31][CH:30]=[CH:29][C:28]=2[CH3:34])=[C:18]([CH3:36])[CH:17]=1.